The task is: Predict the product of the given reaction.. This data is from Forward reaction prediction with 1.9M reactions from USPTO patents (1976-2016). The product is: [C:28]([O:31][C:32]([CH3:64])([CH3:63])[CH2:33][NH:34][C:35](=[O:62])[C@H:36]([N:44]([C:45](=[O:60])[C@H:46]([N:58]([C:13](=[O:15])/[CH:12]=[CH:11]/[CH2:10][C:9]([NH:8][C:6]([O:5][C:1]([CH3:2])([CH3:3])[CH3:4])=[O:7])([CH3:17])[CH3:16])[CH3:59])[CH2:47][C:48]1[CH:57]=[CH:56][C:55]2[C:50](=[CH:51][CH:52]=[CH:53][CH:54]=2)[CH:49]=1)[CH3:61])[CH2:37][C:38]1[CH:39]=[CH:40][CH:41]=[CH:42][CH:43]=1)(=[O:30])[CH3:29]. Given the reactants [C:1]([O:5][C:6]([NH:8][C:9]([CH3:17])([CH3:16])[CH2:10]/[CH:11]=[CH:12]/[C:13]([OH:15])=O)=[O:7])([CH3:4])([CH3:3])[CH3:2].ON1C2N=CC=CC=2N=N1.[C:28]([O:31][C:32]([CH3:64])([CH3:63])[CH2:33][NH:34][C:35](=[O:62])[C@H:36]([N:44]([CH3:61])[C:45](=[O:60])[C@H:46]([NH:58][CH3:59])[CH2:47][C:48]1[CH:57]=[CH:56][C:55]2[C:50](=[CH:51][CH:52]=[CH:53][CH:54]=2)[CH:49]=1)[CH2:37][C:38]1[CH:43]=[CH:42][CH:41]=[CH:40][CH:39]=1)(=[O:30])[CH3:29].C(N(C(C)C)C(C)C)C, predict the reaction product.